Task: Predict the reactants needed to synthesize the given product.. Dataset: Full USPTO retrosynthesis dataset with 1.9M reactions from patents (1976-2016) (1) The reactants are: [C:1]([O:4][N:5]=[C:6]1[CH2:11][CH2:10][C@H:9]2[C@H:12]3[C@H:21]([CH2:22][CH2:23][C@:7]12[CH3:8])[C:20]1[CH:19]=[C:18]([O:24][CH3:25])[C:17]([O:26][C:27](=[O:29])[CH3:28])=[CH:16][C:15]=1[CH2:14][CH2:13]3)(=[O:3])[CH3:2].C(O)(=[O:32])C. Given the product [C:1]([O:4][N:5]=[C:6]1[CH2:11][CH2:10][C@H:9]2[C@H:12]3[C@H:21]([CH2:22][CH2:23][C@:7]12[CH3:8])[C:20]1[CH:19]=[C:18]([O:24][CH3:25])[C:17]([O:26][C:27](=[O:29])[CH3:28])=[CH:16][C:15]=1[C:14](=[O:32])[CH2:13]3)(=[O:3])[CH3:2], predict the reactants needed to synthesize it. (2) The reactants are: [NH:1]1[C:9]2[C:4](=[CH:5][C:6]([NH:10][CH:11]3[CH2:16][CH2:15][C:14](=O)[CH2:13][CH2:12]3)=[CH:7][CH:8]=2)[CH:3]=[N:2]1.Cl.[NH2:19][CH2:20][CH2:21][C:22]1[N:26]=[CH:25][NH:24][CH:23]=1.C(O[BH-](OC(=O)C)OC(=O)C)(=O)C.[Na+].Cl.CO. Given the product [NH:26]1[C:22]([CH2:21][CH2:20][NH:19][CH:14]2[CH2:15][CH2:16][CH:11]([NH:10][C:6]3[CH:5]=[C:4]4[C:9](=[CH:8][CH:7]=3)[NH:1][N:2]=[CH:3]4)[CH2:12][CH2:13]2)=[CH:23][N:24]=[CH:25]1, predict the reactants needed to synthesize it. (3) Given the product [C:6]([CH2:7][CH2:8][CH2:9][CH:13]([C:12]([O:25][CH2:26][C:27]1[CH:28]=[CH:29][CH:30]=[CH:31][CH:32]=1)=[O:24])[C:14]([O:16][CH2:17][C:18]1[CH:23]=[CH:22][CH:21]=[CH:20][CH:19]=1)=[O:15])([OH:11])=[O:5], predict the reactants needed to synthesize it. The reactants are: C([O:5][C:6](=[O:11])[CH2:7][CH2:8][CH2:9]Br)(C)(C)C.[C:12]([O:25][CH2:26][C:27]1[CH:32]=[CH:31][CH:30]=[CH:29][CH:28]=1)(=[O:24])[CH2:13][C:14]([O:16][CH2:17][C:18]1[CH:23]=[CH:22][CH:21]=[CH:20][CH:19]=1)=[O:15].C(=O)([O-])[O-].[K+].[K+].[Cl-].[NH4+].